From a dataset of Forward reaction prediction with 1.9M reactions from USPTO patents (1976-2016). Predict the product of the given reaction. (1) Given the reactants [Na].Br.[N:3]1([C:9]([NH2:11])=[NH:10])[CH2:8][CH2:7][O:6][CH2:5][CH2:4]1.[C:12]([CH2:14][C:15]([O:17]CC)=O)#[N:13].[Cl:20][C:21]1[CH:22]=[C:23]([CH:26]=[CH:27][CH:28]=1)[CH:24]=O, predict the reaction product. The product is: [Cl:20][C:21]1[CH:22]=[C:23]([C:24]2[C:14]([C:12]#[N:13])=[C:15]([OH:17])[N:11]=[C:9]([N:3]3[CH2:8][CH2:7][O:6][CH2:5][CH2:4]3)[N:10]=2)[CH:26]=[CH:27][CH:28]=1. (2) Given the reactants [Br:1][C:2]1[CH:3]=[C:4]2[C:9](=[CH:10][CH:11]=1)[N:8]=[C:7](Cl)[C:6]([I:13])=[CH:5]2.[CH3:14][O:15][C:16]1[CH:23]=[CH:22][C:19]([CH2:20][NH2:21])=[CH:18][CH:17]=1, predict the reaction product. The product is: [Br:1][C:2]1[CH:3]=[C:4]2[C:9](=[CH:10][CH:11]=1)[N:8]=[C:7]([NH:21][CH2:20][C:19]1[CH:22]=[CH:23][C:16]([O:15][CH3:14])=[CH:17][CH:18]=1)[C:6]([I:13])=[CH:5]2.